This data is from Full USPTO retrosynthesis dataset with 1.9M reactions from patents (1976-2016). The task is: Predict the reactants needed to synthesize the given product. (1) Given the product [Cl:8][C:6]1[CH:5]=[C:4]([NH:9][CH2:10][C:11]([N:13]2[CH2:14][CH:15]([N:20]([CH3:30])[C:21]3[C:22]4[CH:29]=[CH:28][NH:27][C:23]=4[N:24]=[CH:25][N:26]=3)[CH2:19]2)=[O:12])[CH:3]=[C:2]([Cl:1])[CH:7]=1, predict the reactants needed to synthesize it. The reactants are: [Cl:1][C:2]1[CH:3]=[C:4]([NH:9][CH2:10][C:11]([N:13]2[CH2:19]CCC[CH:15]([N:20]([CH3:30])[C:21]3[C:22]4[CH:29]=[CH:28][NH:27][C:23]=4[N:24]=[CH:25][N:26]=3)[CH2:14]2)=[O:12])[CH:5]=[C:6]([Cl:8])[CH:7]=1.CO. (2) Given the product [NH2:21][C:2]1[CH:7]=[CH:6][C:5]([CH:8]([NH:10][C:11](=[O:17])[O:12][C:13]([CH3:16])([CH3:15])[CH3:14])[CH3:9])=[CH:4][C:3]=1[N+:18]([O-:20])=[O:19], predict the reactants needed to synthesize it. The reactants are: F[C:2]1[CH:7]=[CH:6][C:5]([CH:8]([NH:10][C:11](=[O:17])[O:12][C:13]([CH3:16])([CH3:15])[CH3:14])[CH3:9])=[CH:4][C:3]=1[N+:18]([O-:20])=[O:19].[NH4+:21].[OH-].CCOC(C)=O.O. (3) Given the product [Cl:1][C:2]1[N:3]=[C:4]([O:26][C@H:27]2[CH2:28][C@H:29]([NH:31][C:32](=[O:38])[O:33][C:34]([CH3:36])([CH3:35])[CH3:37])[CH2:30]2)[C:5]2[C:10]([C:11]3[CH:16]=[CH:15][CH:14]=[CH:13][N:12]=3)=[CH:9][N:8]([CH2:17][O:18][CH2:19][CH2:20][Si:21]([CH3:24])([CH3:23])[CH3:22])[C:6]=2[N:7]=1, predict the reactants needed to synthesize it. The reactants are: [Cl:1][C:2]1[N:3]=[C:4](Cl)[C:5]2[C:10]([C:11]3[CH:16]=[CH:15][CH:14]=[CH:13][N:12]=3)=[CH:9][N:8]([CH2:17][O:18][CH2:19][CH2:20][Si:21]([CH3:24])([CH3:23])[CH3:22])[C:6]=2[N:7]=1.[OH:26][C@H:27]1[CH2:30][C@H:29]([NH:31][C:32](=[O:38])[O:33][C:34]([CH3:37])([CH3:36])[CH3:35])[CH2:28]1. (4) Given the product [CH3:1][C:2]1([CH3:10])[O:6][CH:5]([CH2:7][CH2:8][O:9][C:14]2[C:15]([N+:30]([O-:32])=[O:31])=[C:16]([CH:26]=[C:27]([F:29])[CH:28]=2)[NH:17][C:18]2[CH:23]=[CH:22][C:21]([I:24])=[CH:20][C:19]=2[F:25])[CH2:4][O:3]1, predict the reactants needed to synthesize it. The reactants are: [CH3:1][C:2]1([CH3:10])[O:6][CH:5]([CH2:7][CH2:8][OH:9])[CH2:4][O:3]1.[H-].[Na+].F[C:14]1[C:15]([N+:30]([O-:32])=[O:31])=[C:16]([CH:26]=[C:27]([F:29])[CH:28]=1)[NH:17][C:18]1[CH:23]=[CH:22][C:21]([I:24])=[CH:20][C:19]=1[F:25]. (5) Given the product [Br:1][C:2]1[CH:3]=[N:4][C:5]2[N:6]([N:8]=[C:9]([C:11]([N:16]3[CH2:17][CH2:18][C:19]4[NH:23][C:22]([CH3:24])=[CH:21][C:20]=4[N:15]3[CH3:14])=[O:13])[CH:10]=2)[CH:7]=1, predict the reactants needed to synthesize it. The reactants are: [Br:1][C:2]1[CH:3]=[N:4][C:5]2[N:6]([N:8]=[C:9]([C:11]([OH:13])=O)[CH:10]=2)[CH:7]=1.[CH3:14][N:15]1[C:20]2[CH:21]=[C:22]([CH3:24])[NH:23][C:19]=2[CH2:18][CH2:17][NH:16]1. (6) Given the product [CH3:1][C:2]1[CH:31]=[CH:30][C:5]([C:6]([NH:8][C:9]2[C:22]3[C:21](=[O:23])[C:20]4[C:15](=[CH:16][CH:17]=[CH:18][CH:19]=4)[C:14](=[O:24])[C:13]=3[CH:12]=[CH:11][C:10]=2[NH:25][C:26](=[O:29])[CH2:27][N:41]2[CH2:46][CH2:45][CH2:44][CH2:43][CH2:42]2)=[O:7])=[CH:4][CH:3]=1, predict the reactants needed to synthesize it. The reactants are: [CH3:1][C:2]1[CH:31]=[CH:30][C:5]([C:6]([NH:8][C:9]2[C:22]3[C:21](=[O:23])[C:20]4[C:15](=[CH:16][CH:17]=[CH:18][CH:19]=4)[C:14](=[O:24])[C:13]=3[CH:12]=[CH:11][C:10]=2[NH:25][C:26](=[O:29])[CH2:27]Cl)=[O:7])=[CH:4][CH:3]=1.CCN(C(C)C)C(C)C.[NH:41]1[CH2:46][CH2:45][CH2:44][CH2:43][CH2:42]1.C(OCC)(=O)C. (7) The reactants are: [Br:1][C:2]1[CH:3]=[C:4]([C:9](=O)[CH:10]=[C:11]([CH3:13])[CH3:12])[CH:5]=[CH:6][C:7]=1[CH3:8].Cl.[NH2:16][OH:17].[OH-].[K+].O. Given the product [Br:1][C:2]1[CH:3]=[C:4]([C:9]2[CH2:10][C:11]([CH3:13])([CH3:12])[O:17][N:16]=2)[CH:5]=[CH:6][C:7]=1[CH3:8], predict the reactants needed to synthesize it.